This data is from Forward reaction prediction with 1.9M reactions from USPTO patents (1976-2016). The task is: Predict the product of the given reaction. (1) Given the reactants [Br:1][C:2]1[C:3]([CH3:21])=[C:4]([N:8]2[C:17](=[O:18])[C:16]3[C:11](=[CH:12][C:13]([F:19])=[CH:14][CH:15]=3)[NH:10][C:9]2=[O:20])[CH:5]=[CH:6][CH:7]=1.IC.[C:24]([O-])([O-])=O.[Cs+].[Cs+], predict the reaction product. The product is: [Br:1][C:2]1[C:3]([CH3:21])=[C:4]([N:8]2[C:17](=[O:18])[C:16]3[C:11](=[CH:12][C:13]([F:19])=[CH:14][CH:15]=3)[N:10]([CH3:24])[C:9]2=[O:20])[CH:5]=[CH:6][CH:7]=1. (2) Given the reactants C1(P(=O)(C2C=CC=CC=2)C2C=CC=CC=2)C=CC=CC=1.FC(F)(F)S(OS(C(F)(F)F)(=O)=O)(=O)=O.[CH3:36][C:37]1[CH:38]=[C:39]2[C:43](=[C:44]([NH:46][S:47]([C:50]3[S:51][CH:52]=[CH:53][CH:54]=3)(=[O:49])=[O:48])[CH:45]=1)[NH:42][C:41]([C:55]([NH:57][CH2:58][CH2:59][S:60]C(C1C=CC=CC=1)(C1C=CC=CC=1)C1C=CC=CC=1)=O)=[CH:40]2.C(=O)([O-])O.[Na+], predict the reaction product. The product is: [S:60]1[CH2:59][CH2:58][N:57]=[C:55]1[C:41]1[NH:42][C:43]2[C:39]([CH:40]=1)=[CH:38][C:37]([CH3:36])=[CH:45][C:44]=2[NH:46][S:47]([C:50]1[S:51][CH:52]=[CH:53][CH:54]=1)(=[O:49])=[O:48]. (3) Given the reactants C(OC([N:8]1[CH2:12][CH2:11][C@@H:10]([C:13]2[NH:17][C:16](=[O:18])[S:15][N:14]=2)[CH2:9]1)=O)(C)(C)C.Cl.O1CCOCC1, predict the reaction product. The product is: [NH:8]1[CH2:12][CH2:11][C@@H:10]([C:13]2[NH:17][C:16](=[O:18])[S:15][N:14]=2)[CH2:9]1. (4) Given the reactants [CH:1]([C@@H:3]([N:7]([CH3:15])[C:8](=[O:14])[O:9][C:10]([CH3:13])([CH3:12])[CH3:11])[CH:4]([CH3:6])[CH3:5])=O.C1(P(=[CH:35][C:36]#[N:37])(C2C=CC=CC=2)C2C=CC=CC=2)C=CC=CC=1, predict the reaction product. The product is: [C:36](/[CH:35]=[CH:1]/[C@@H:3]([N:7]([CH3:15])[C:8](=[O:14])[O:9][C:10]([CH3:13])([CH3:12])[CH3:11])[CH:4]([CH3:6])[CH3:5])#[N:37]. (5) Given the reactants COC1C=C(OC)C=CC=1C[O:6][N:7]1[C:12](=[O:13])[C:11]2[O:14][C:15]3[CH:20]=[CH:19][CH:18]=[CH:17][C:16]=3[C:10]=2[NH:9][C:8]1=[O:21].[CH2:28](Br)[CH:29]=[CH2:30], predict the reaction product. The product is: [CH2:30]([N:9]1[C:10]2[C:16]3[CH:17]=[CH:18][CH:19]=[CH:20][C:15]=3[O:14][C:11]=2[C:12](=[O:13])[N:7]([OH:6])[C:8]1=[O:21])[CH:29]=[CH2:28]. (6) Given the reactants [Cl:1][C:2]1[CH:3]=[C:4]([C:8](=[O:15])[CH2:9][C:10]([O:12][CH2:13][CH3:14])=[O:11])[CH:5]=[CH:6][CH:7]=1.[H-].[Na+].Br[CH2:19][C:20]1[CH:25]=[CH:24][C:23]([CH2:26][C:27]([F:33])([F:32])[C:28]([F:31])([F:30])[F:29])=[CH:22][CH:21]=1, predict the reaction product. The product is: [Cl:1][C:2]1[CH:3]=[C:4]([C:8](=[O:15])[CH:9]([CH2:19][C:20]2[CH:25]=[CH:24][C:23]([CH2:26][C:27]([F:32])([F:33])[C:28]([F:29])([F:30])[F:31])=[CH:22][CH:21]=2)[C:10]([O:12][CH2:13][CH3:14])=[O:11])[CH:5]=[CH:6][CH:7]=1. (7) Given the reactants Br[C:2]1[CH:3]=[C:4]([CH:13]=[C:14]([F:16])[CH:15]=1)[NH:5][CH2:6][CH2:7][N:8]1[CH2:12][CH2:11][CH2:10][CH2:9]1.[CH3:17][C:18]1([CH3:34])[C:22]([CH3:24])([CH3:23])[O:21][B:20]([B:20]2[O:21][C:22]([CH3:24])([CH3:23])[C:18]([CH3:34])([CH3:17])[O:19]2)[O:19]1.CC([O-])=O.[K+], predict the reaction product. The product is: [F:16][C:14]1[CH:13]=[C:4]([CH:3]=[C:2]([B:20]2[O:21][C:22]([CH3:24])([CH3:23])[C:18]([CH3:34])([CH3:17])[O:19]2)[CH:15]=1)[NH:5][CH2:6][CH2:7][N:8]1[CH2:12][CH2:11][CH2:10][CH2:9]1. (8) Given the reactants [F:1][C:2]1[CH:7]=[CH:6][C:5]([C:8]2[O:12][N:11]=[C:10]([C:13]([OH:15])=O)[CH:9]=2)=[CH:4][CH:3]=1.CN(C(ON1N=[N:31][C:26]2[CH:27]=[CH:28][CH:29]=[N:30][C:25]1=2)=[N+](C)C)C.F[P-](F)(F)(F)(F)F.[CH3:40][N:41]1[CH2:46]CN[CH2:43][CH2:42]1.CCN(C(C)C)C(C)C.CN(C=[O:60])C, predict the reaction product. The product is: [F:1][C:2]1[CH:3]=[CH:4][C:5]([C:8]2[O:12][N:11]=[C:10]([C:13]([NH:31][CH2:26][CH2:27][CH2:28][C:29]([N:30]3[CH2:25][CH2:40][N:41]([CH3:46])[CH2:42][CH2:43]3)=[O:60])=[O:15])[CH:9]=2)=[CH:6][CH:7]=1.